From a dataset of Full USPTO retrosynthesis dataset with 1.9M reactions from patents (1976-2016). Predict the reactants needed to synthesize the given product. The reactants are: [Br:1][C:2]1[S:3][C:4]([CH2:7]Br)=[CH:5][CH:6]=1.[Cl:9][C:10]1[CH:17]=[C:16]([NH:18][C@H:19]2[CH2:23][CH2:22][N:21]([CH3:24])[CH2:20]2)[CH:15]=[CH:14][C:11]=1[C:12]#[N:13]. Given the product [Br:1][C:2]1[S:3][C:4]([CH2:7][N:18]([C@H:19]2[CH2:23][CH2:22][N:21]([CH3:24])[CH2:20]2)[C:16]2[CH:15]=[CH:14][C:11]([C:12]#[N:13])=[C:10]([Cl:9])[CH:17]=2)=[CH:5][CH:6]=1, predict the reactants needed to synthesize it.